Dataset: Forward reaction prediction with 1.9M reactions from USPTO patents (1976-2016). Task: Predict the product of the given reaction. Given the reactants [OH:1][C:2]1[CH:7]=[CH:6][C:5]([CH2:8][CH:9]([O:15][C:16]2[CH:21]=[CH:20][C:19]([CH:22]([CH3:24])[CH3:23])=[CH:18][CH:17]=2)[C:10]([O:12][CH2:13][CH3:14])=[O:11])=[CH:4][CH:3]=1.Br[CH2:26][CH2:27][O:28][CH:29]1[CH2:34][CH2:33][CH2:32][CH2:31][O:30]1.C(=O)([O-])[O-].[K+].[K+], predict the reaction product. The product is: [CH:22]([C:19]1[CH:18]=[CH:17][C:16]([O:15][CH:9]([CH2:8][C:5]2[CH:6]=[CH:7][C:2]([O:1][CH2:26][CH2:27][O:28][CH:29]3[CH2:34][CH2:33][CH2:32][CH2:31][O:30]3)=[CH:3][CH:4]=2)[C:10]([O:12][CH2:13][CH3:14])=[O:11])=[CH:21][CH:20]=1)([CH3:23])[CH3:24].